Dataset: NCI-60 drug combinations with 297,098 pairs across 59 cell lines. Task: Regression. Given two drug SMILES strings and cell line genomic features, predict the synergy score measuring deviation from expected non-interaction effect. (1) Drug 1: C1=NC2=C(N1)C(=S)N=C(N2)N. Drug 2: CN(C(=O)NC(C=O)C(C(C(CO)O)O)O)N=O. Cell line: MDA-MB-231. Synergy scores: CSS=28.2, Synergy_ZIP=-8.26, Synergy_Bliss=-4.60, Synergy_Loewe=-3.28, Synergy_HSA=-2.43. (2) Drug 1: CCC1=C2CN3C(=CC4=C(C3=O)COC(=O)C4(CC)O)C2=NC5=C1C=C(C=C5)O. Drug 2: CC12CCC3C(C1CCC2O)C(CC4=C3C=CC(=C4)O)CCCCCCCCCS(=O)CCCC(C(F)(F)F)(F)F. Cell line: HCT-15. Synergy scores: CSS=42.9, Synergy_ZIP=-1.57, Synergy_Bliss=-0.938, Synergy_Loewe=-69.9, Synergy_HSA=1.65. (3) Drug 1: CC(CN1CC(=O)NC(=O)C1)N2CC(=O)NC(=O)C2. Drug 2: C1C(C(OC1N2C=NC3=C(N=C(N=C32)Cl)N)CO)O. Cell line: HOP-62. Synergy scores: CSS=9.07, Synergy_ZIP=-4.78, Synergy_Bliss=2.42, Synergy_Loewe=0.881, Synergy_HSA=2.25. (4) Drug 1: COC1=C(C=C2C(=C1)N=CN=C2NC3=CC(=C(C=C3)F)Cl)OCCCN4CCOCC4. Drug 2: C1=NC2=C(N=C(N=C2N1C3C(C(C(O3)CO)O)F)Cl)N. Cell line: SK-MEL-28. Synergy scores: CSS=37.2, Synergy_ZIP=-0.195, Synergy_Bliss=4.79, Synergy_Loewe=-5.37, Synergy_HSA=7.94. (5) Cell line: EKVX. Synergy scores: CSS=13.3, Synergy_ZIP=-3.59, Synergy_Bliss=-1.13, Synergy_Loewe=-0.474, Synergy_HSA=-1.10. Drug 2: CS(=O)(=O)CCNCC1=CC=C(O1)C2=CC3=C(C=C2)N=CN=C3NC4=CC(=C(C=C4)OCC5=CC(=CC=C5)F)Cl. Drug 1: C1=NC2=C(N=C(N=C2N1C3C(C(C(O3)CO)O)F)Cl)N. (6) Drug 1: CN(C)N=NC1=C(NC=N1)C(=O)N. Drug 2: CN1C2=C(C=C(C=C2)N(CCCl)CCCl)N=C1CCCC(=O)O.Cl. Cell line: OVCAR3. Synergy scores: CSS=10.2, Synergy_ZIP=-3.85, Synergy_Bliss=0.00483, Synergy_Loewe=-2.01, Synergy_HSA=-0.956. (7) Drug 1: CC=C1C(=O)NC(C(=O)OC2CC(=O)NC(C(=O)NC(CSSCCC=C2)C(=O)N1)C(C)C)C(C)C. Drug 2: C1=NNC2=C1C(=O)NC=N2. Cell line: BT-549. Synergy scores: CSS=35.6, Synergy_ZIP=0.528, Synergy_Bliss=2.19, Synergy_Loewe=-41.4, Synergy_HSA=0.955. (8) Drug 1: COC1=CC(=CC(=C1O)OC)C2C3C(COC3=O)C(C4=CC5=C(C=C24)OCO5)OC6C(C(C7C(O6)COC(O7)C8=CC=CS8)O)O. Drug 2: CC1=C(C(=O)C2=C(C1=O)N3CC4C(C3(C2COC(=O)N)OC)N4)N. Cell line: SK-MEL-28. Synergy scores: CSS=28.1, Synergy_ZIP=-5.46, Synergy_Bliss=1.89, Synergy_Loewe=2.03, Synergy_HSA=4.69.